This data is from Full USPTO retrosynthesis dataset with 1.9M reactions from patents (1976-2016). The task is: Predict the reactants needed to synthesize the given product. (1) Given the product [CH2:1]([N:3]1[C:7]2[N:8]=[CH:14][CH:13]=[C:12]([OH:11])[C:6]=2[CH:5]=[N:4]1)[CH3:2], predict the reactants needed to synthesize it. The reactants are: [CH2:1]([N:3]1[C:7]([NH2:8])=[CH:6][CH:5]=[N:4]1)[CH3:2].C([O:11][C:12](=O)[CH:13]=[CH:14]OCC)C. (2) Given the product [N-:10]([S:11]([C:14]([F:17])([F:15])[F:16])(=[O:13])=[O:12])[S:18]([C:21]([F:24])([F:23])[F:22])(=[O:20])=[O:19].[CH3:1][Si:2]([CH3:9])([CH3:8])[O:25][CH2:26][CH2:27][N+:28]([CH3:31])([CH3:30])[CH3:29], predict the reactants needed to synthesize it. The reactants are: [CH3:1][Si:2]([CH3:9])([CH3:8])N[Si:2]([CH3:9])([CH3:8])[CH3:1].[N-:10]([S:18]([C:21]([F:24])([F:23])[F:22])(=[O:20])=[O:19])[S:11]([C:14]([F:17])([F:16])[F:15])(=[O:13])=[O:12].[OH:25][CH2:26][CH2:27][N+:28]([CH3:31])([CH3:30])[CH3:29]. (3) Given the product [C:2]([O:1][CH:2]1[O:8][C@@H:7]([CH2:9][O:10][C:15](=[O:18])[CH3:16])[C@@H:5]([O:6][C:23](=[O:25])[CH3:24])[C@@H:3]1[O:4][C:5](=[O:6])[CH3:7])(=[O:1])[CH3:3], predict the reactants needed to synthesize it. The reactants are: [O:1]=[CH:2][C@H:3]([C@@H:5]([C@H:7]([CH2:9][OH:10])[OH:8])[OH:6])[OH:4].B(O)(O)O.[C:15]([OH:18])(=O)[CH3:16].C(O[C:23](=[O:25])[CH3:24])(=O)C. (4) Given the product [F:33][C:14]1[CH:15]=[C:16]([C:19]2[CH:24]=[CH:23][CH:22]=[CH:21][C:20]=2[S:25](=[O:32])(=[O:31])[NH2:26])[CH:17]=[CH:18][C:13]=1[NH:12][C:11]([C:8]1([NH2:7])[CH2:10][CH2:9]1)=[O:34], predict the reactants needed to synthesize it. The reactants are: C(OC(=O)[NH:7][C:8]1([C:11](=[O:34])[NH:12][C:13]2[CH:18]=[CH:17][C:16]([C:19]3[CH:24]=[CH:23][CH:22]=[CH:21][C:20]=3[S:25](=[O:32])(=[O:31])[NH:26]C(C)(C)C)=[CH:15][C:14]=2[F:33])[CH2:10][CH2:9]1)(C)(C)C.C(O)(C(F)(F)F)=O. (5) Given the product [F:1][C:2]1[CH:3]=[C:4]([CH:22]=[CH:23][CH:24]=1)[CH2:5][NH:6][C:7]([C:9]1[S:13][C:12]([N:14]2[CH2:19][CH2:18][CH2:17][CH:16]([CH2:26][C:27]3[CH:28]=[CH:29][C:30]([C:33]([F:34])([F:35])[F:36])=[CH:31][CH:32]=3)[C:15]2=[O:20])=[N:11][C:10]=1[CH3:21])=[O:8], predict the reactants needed to synthesize it. The reactants are: [F:1][C:2]1[CH:3]=[C:4]([CH:22]=[CH:23][CH:24]=1)[CH2:5][NH:6][C:7]([C:9]1[S:13][C:12]([N:14]2[CH2:19][CH2:18][CH2:17][CH2:16][C:15]2=[O:20])=[N:11][C:10]=1[CH3:21])=[O:8].Br[CH2:26][C:27]1[CH:32]=[CH:31][C:30]([C:33]([F:36])([F:35])[F:34])=[CH:29][CH:28]=1. (6) Given the product [CH3:1][C:2]1[C:3]([O:14][CH3:15])=[C:4]([O:12][CH3:13])[C:5]([O:10][CH3:11])=[C:6]([O:8][CH3:9])[C:7]=1[CH:29]([OH:42])[CH2:30][CH2:31][CH2:32][CH2:33][CH2:34][CH2:35][CH2:36][CH2:37][CH2:38][CH2:39][C:40]#[CH:41], predict the reactants needed to synthesize it. The reactants are: [CH3:1][C:2]1[C:3]([O:14][CH3:15])=[C:4]([O:12][CH3:13])[C:5]([O:10][CH3:11])=[C:6]([O:8][CH3:9])[CH:7]=1.CN(C)CCN(C)C.C([Li])CCC.[CH:29](=[O:42])[CH2:30][CH2:31][CH2:32][CH2:33][CH2:34][CH2:35][CH2:36][CH2:37][CH2:38][CH2:39][C:40]#[CH:41].